From a dataset of Peptide-MHC class II binding affinity with 134,281 pairs from IEDB. Regression. Given a peptide amino acid sequence and an MHC pseudo amino acid sequence, predict their binding affinity value. This is MHC class II binding data. (1) The peptide sequence is INEPTAAAIWYGLDR. The MHC is HLA-DQA10501-DQB10301 with pseudo-sequence HLA-DQA10501-DQB10301. The binding affinity (normalized) is 0.635. (2) The peptide sequence is LGHRDALEDDLLNRN. The MHC is HLA-DPA10103-DPB10201 with pseudo-sequence HLA-DPA10103-DPB10201. The binding affinity (normalized) is 0.146. (3) The peptide sequence is TCNDHYLCLRCHQTM. The MHC is DRB1_0101 with pseudo-sequence DRB1_0101. The binding affinity (normalized) is 0.565. (4) The binding affinity (normalized) is 0.0950. The MHC is DRB1_0901 with pseudo-sequence DRB1_0901. The peptide sequence is TCVLGKLSQELHKLQ. (5) The peptide sequence is KNHVLFLQMMNVNLQ. The MHC is DRB5_0101 with pseudo-sequence DRB5_0101. The binding affinity (normalized) is 0. (6) The peptide sequence is KSIIKARVVWKAIIE. The MHC is DRB1_0701 with pseudo-sequence DRB1_0701. The binding affinity (normalized) is 0.475. (7) The peptide sequence is LERFAVNPGLL. The MHC is DRB1_0101 with pseudo-sequence DRB1_0101. The binding affinity (normalized) is 0.254. (8) The peptide sequence is TLSVTFIGAAPLILSY. The MHC is DRB1_0401 with pseudo-sequence DRB1_0401. The binding affinity (normalized) is 0.553.